Dataset: Forward reaction prediction with 1.9M reactions from USPTO patents (1976-2016). Task: Predict the product of the given reaction. (1) Given the reactants [CH2:1]([O:8][C:9]1[CH:10]=[C:11]2[C:15](=[CH:16][CH:17]=1)[N:14]([C:18]([O:20][C:21]([CH3:24])([CH3:23])[CH3:22])=[O:19])[CH:13]=[CH:12]2)[C:2]1C=CC=C[CH:3]=1.[Br:25]CCCBr.C(=O)([O-])[O-].[Cs+].[Cs+], predict the reaction product. The product is: [Br:25][CH2:3][CH2:2][CH2:1][O:8][C:9]1[CH:10]=[C:11]2[C:15](=[CH:16][CH:17]=1)[N:14]([C:18]([O:20][C:21]([CH3:24])([CH3:23])[CH3:22])=[O:19])[CH:13]=[CH:12]2. (2) Given the reactants [CH3:1][C:2]1[O:6][C:5]([C:7]2[CH:12]=[CH:11][CH:10]=[CH:9][CH:8]=2)=[N:4][C:3]=1[CH2:13][CH2:14][O:15][C:16]1[CH:21]=[CH:20][C:19]([CH2:22][CH:23]([C:27]2[CH:32]=[CH:31][CH:30]=[CH:29][CH:28]=2)[C:24](O)=[O:25])=[CH:18][CH:17]=1.CN1CCOCC1.[CH2:40](OC(Cl)=O)[CH:41]([CH3:43])C.[NH2:48][NH2:49].[NH4+].[Cl-].C(OC(OCC)(OCC)CC)C.CS(O)(=O)=O, predict the reaction product. The product is: [CH2:41]([C:40]1[O:25][C:24]([CH:23]([C:27]2[CH:32]=[CH:31][CH:30]=[CH:29][CH:28]=2)[CH2:22][C:19]2[CH:18]=[CH:17][C:16]([O:15][CH2:14][CH2:13][C:3]3[N:4]=[C:5]([C:7]4[CH:12]=[CH:11][CH:10]=[CH:9][CH:8]=4)[O:6][C:2]=3[CH3:1])=[CH:21][CH:20]=2)=[N:48][N:49]=1)[CH3:43]. (3) Given the reactants [NH2:1][C:2]1[CH:3]=[C:4]2[C:9](=[CH:10][CH:11]=1)[C:8](=O)[CH2:7][CH2:6][CH2:5]2.Cl.[NH2:14][OH:15].C([O-])(=O)C.[Na+], predict the reaction product. The product is: [NH2:1][C:2]1[CH:3]=[C:4]2[C:9](=[CH:10][CH:11]=1)[C:8](=[N:14][OH:15])[CH2:7][CH2:6][CH2:5]2. (4) Given the reactants [OH:1][C@:2]([C:7]1[CH:12]=[CH:11][CH:10]=[CH:9][CH:8]=1)([CH3:6])[C:3]([OH:5])=O.F[C:14]1[C:23]([N+:24]([O-])=O)=[CH:22][C:17]([C:18]([O:20][CH3:21])=[O:19])=[C:16]([C:27]([F:30])([F:29])[F:28])[CH:15]=1, predict the reaction product. The product is: [CH3:6][C@:2]1([C:7]2[CH:12]=[CH:11][CH:10]=[CH:9][CH:8]=2)[C:3](=[O:5])[NH:24][C:23]2[CH:22]=[C:17]([C:18]([O:20][CH3:21])=[O:19])[C:16]([C:27]([F:30])([F:28])[F:29])=[CH:15][C:14]=2[O:1]1. (5) Given the reactants CON(C)C(C1SC=NC=1)=O.CON(C)[C:15](=[O:25])[C:16]1[CH:21]=[CH:20][C:19]([N+:22]([O-:24])=[O:23])=[CH:18][CH:17]=1.[CH3:27][N:28]1[C:32](C(C2SC=NC=2)=O)=[CH:31][N:30]=[CH:29]1, predict the reaction product. The product is: [CH3:27][N:28]1[C:32]([C:15]([C:16]2[CH:17]=[CH:18][C:19]([N+:22]([O-:24])=[O:23])=[CH:20][CH:21]=2)=[O:25])=[CH:31][N:30]=[CH:29]1.